Dataset: Forward reaction prediction with 1.9M reactions from USPTO patents (1976-2016). Task: Predict the product of the given reaction. (1) Given the reactants [F:1][C:2]1[CH:7]=[CH:6][C:5]([N:8]2[C:16]3[CH:15]=[CH:14][C:13]([C:18](=[O:27])[CH2:19][CH2:20][C:21]4[CH:26]=[CH:25][CH:24]=[CH:23][CH:22]=4)([CH3:17])[CH2:12][C:11]=3[CH:10]=[N:9]2)=[CH:4][CH:3]=1.[F:28][C:29]([Si](C)(C)C)([F:31])[F:30].[F-].C([N+](CCCC)(CCCC)CCCC)CCC, predict the reaction product. The product is: [F:28][C:29]([F:31])([F:30])[C:18]([C:13]1([CH3:17])[CH:14]=[CH:15][C:16]2[N:8]([C:5]3[CH:6]=[CH:7][C:2]([F:1])=[CH:3][CH:4]=3)[N:9]=[CH:10][C:11]=2[CH2:12]1)([OH:27])[CH2:19][CH2:20][C:21]1[CH:22]=[CH:23][CH:24]=[CH:25][CH:26]=1. (2) Given the reactants [CH3:1][C:2]1[CH:3]=[C:4]([CH:8]=[CH:9][C:10]=1[N+:11]([O-:13])=[O:12])[C:5]([OH:7])=[O:6].S(Cl)(Cl)=O.[CH3:18]O, predict the reaction product. The product is: [CH3:1][C:2]1[CH:3]=[C:4]([CH:8]=[CH:9][C:10]=1[N+:11]([O-:13])=[O:12])[C:5]([O:7][CH3:18])=[O:6]. (3) Given the reactants [C:1]([N:8]1[CH2:13][CH2:12][NH:11][C:10](=[O:14])[CH2:9]1)([O:3][C:4]([CH3:7])([CH3:6])[CH3:5])=[O:2].[H-].[Na+].Br[CH:18]([C:20]1[CH:25]=[CH:24][C:23]([I:26])=[CH:22][CH:21]=1)[CH3:19], predict the reaction product. The product is: [C:4]([O:3][C:1]([N:8]1[CH2:13][CH2:12][N:11]([CH:18]([C:20]2[CH:25]=[CH:24][C:23]([I:26])=[CH:22][CH:21]=2)[CH3:19])[C:10](=[O:14])[CH2:9]1)=[O:2])([CH3:7])([CH3:6])[CH3:5]. (4) Given the reactants [F:1][C:2]1[CH:3]=[CH:4][C:5]2[N:6]([C:8]([C:11]3[N:19]=[C:18]4[C:14]([N:15]([CH2:34][O:35][CH2:36][CH2:37][Si:38]([CH3:41])([CH3:40])[CH3:39])[C:16](=[O:33])[N:17]4[C@@H:20]4[CH2:25][CH2:24][CH2:23][N:22](C(OC(C)(C)C)=O)[CH2:21]4)=[CH:13][N:12]=3)=[CH:9][N:10]=2)[CH:7]=1.O.C(=O)([O-])O.[Na+], predict the reaction product. The product is: [F:1][C:2]1[CH:3]=[CH:4][C:5]2[N:6]([C:8]([C:11]3[N:19]=[C:18]4[C:14]([N:15]([CH2:34][O:35][CH2:36][CH2:37][Si:38]([CH3:41])([CH3:40])[CH3:39])[C:16](=[O:33])[N:17]4[C@@H:20]4[CH2:25][CH2:24][CH2:23][NH:22][CH2:21]4)=[CH:13][N:12]=3)=[CH:9][N:10]=2)[CH:7]=1. (5) Given the reactants [F:1][C:2]1[C:16]([F:17])=[CH:15][CH:14]=[C:13]([C:18]([N:20]2CC(=C)C2)=[O:19])[C:3]=1[NH:4][C:5]1[CH:10]=[CH:9][C:8]([I:11])=[CH:7][C:6]=1[F:12].C[N+]1([O-])CC[O:29][CH2:28]C1.[CH3:33][C:34]([CH3:36])=[O:35].O, predict the reaction product. The product is: [F:1][C:2]1[C:3]([NH:4][C:5]2[CH:10]=[CH:9][C:8]([I:11])=[CH:7][C:6]=2[F:12])=[C:13]([C:18]([N:20]2[CH2:36][C:34]([CH2:28][OH:29])([OH:35])[CH2:33]2)=[O:19])[CH:14]=[CH:15][C:16]=1[F:17]. (6) Given the reactants Br[CH2:2][CH2:3][CH2:4][N:5]1[C:13]2[N:12]=[C:11]([CH2:14][CH3:15])[N:10]([CH3:16])[C:9]=2[C:8](=[O:17])[N:7]([CH2:18][C:19]2[CH:24]=[CH:23][C:22]([Cl:25])=[CH:21][CH:20]=2)[C:6]1=[O:26].C([O-])([O-])=O.[K+].[K+].[NH:33]1[CH2:37][CH2:36][CH2:35][CH2:34]1.O, predict the reaction product. The product is: [Cl:25][C:22]1[CH:23]=[CH:24][C:19]([CH2:18][N:7]2[C:8](=[O:17])[C:9]3[N:10]([CH3:16])[C:11]([CH2:14][CH3:15])=[N:12][C:13]=3[N:5]([CH2:4][CH2:3][CH2:2][N:33]3[CH2:37][CH2:36][CH2:35][CH2:34]3)[C:6]2=[O:26])=[CH:20][CH:21]=1. (7) Given the reactants CN(C(ON1N=NC2C=CC=NC1=2)=[N+](C)C)C.F[P-](F)(F)(F)(F)F.C(N(CC)C(C)C)(C)C.[CH2:34]([O:41][C:42]([NH:44][C@@H:45]([CH2:50][CH2:51][CH2:52][NH:53][C:54]([O:56][C:57]([CH3:60])([CH3:59])[CH3:58])=[O:55])[CH2:46][C:47]([OH:49])=O)=[O:43])[C:35]1[CH:40]=[CH:39][CH:38]=[CH:37][CH:36]=1.Cl.[NH2:62][CH2:63][CH2:64][NH:65][C:66](=[O:72])[O:67][C:68]([CH3:71])([CH3:70])[CH3:69], predict the reaction product. The product is: [C:57]([O:56][C:54]([NH:53][CH2:52][CH2:51][CH2:50][C@H:45]([NH:44][C:42](=[O:43])[O:41][CH2:34][C:35]1[CH:36]=[CH:37][CH:38]=[CH:39][CH:40]=1)[CH2:46][C:47]([NH:62][CH2:63][CH2:64][NH:65][C:66]([O:67][C:68]([CH3:71])([CH3:70])[CH3:69])=[O:72])=[O:49])=[O:55])([CH3:60])([CH3:59])[CH3:58].